Dataset: Catalyst prediction with 721,799 reactions and 888 catalyst types from USPTO. Task: Predict which catalyst facilitates the given reaction. (1) Reactant: B1([O-])OO1.[OH2:5].O.O.O.[Na+].[CH2:10]([S:12]([N:15]1[CH2:20][CH2:19][CH:18]([C:21]2[C:29]3[C:24](=[C:25]([C:38]#[N:39])[CH:26]=[C:27]([N:30]([CH3:37])[C:31]4[CH:36]=[CH:35][CH:34]=[CH:33][CH:32]=4)[CH:28]=3)[NH:23][CH:22]=2)[CH2:17][CH2:16]1)(=[O:14])=[O:13])[CH3:11]. Product: [CH2:10]([S:12]([N:15]1[CH2:20][CH2:19][CH:18]([C:21]2[C:29]3[C:24](=[C:25]([C:38]([NH2:39])=[O:5])[CH:26]=[C:27]([N:30]([CH3:37])[C:31]4[CH:36]=[CH:35][CH:34]=[CH:33][CH:32]=4)[CH:28]=3)[NH:23][CH:22]=2)[CH2:17][CH2:16]1)(=[O:14])=[O:13])[CH3:11]. The catalyst class is: 40. (2) Reactant: [C:1]1([C:7]2[S:11][CH:10]=[N:9][C:8]=2[CH2:12][N:13]2C(=O)C3C(=CC=CC=3)C2=O)[CH:6]=[CH:5][CH:4]=[CH:3][CH:2]=1.NN. Product: [C:1]1([C:7]2[S:11][CH:10]=[N:9][C:8]=2[CH2:12][NH2:13])[CH:2]=[CH:3][CH:4]=[CH:5][CH:6]=1. The catalyst class is: 125. (3) The catalyst class is: 68. Reactant: C([N:8]1[CH2:17][CH2:16][C:15]2[C:14]([NH:18][C:19]3[CH:24]=[CH:23][C:22]([CH3:25])=[C:21]([C:26]4[N:27]=[CH:28][C:29]5[C:34]([CH:35]=4)=[CH:33][CH:32]=[CH:31][CH:30]=5)[CH:20]=3)=[N:13][CH:12]=[CH:11][C:10]=2[CH2:9]1)C1C=CC=CC=1.CCN(C(C)C)C(C)C.C(Cl)(=O)OC(Cl)C. Product: [CH:28]1[C:29]2[C:34](=[CH:33][CH:32]=[CH:31][CH:30]=2)[CH:35]=[C:26]([C:21]2[CH:20]=[C:19]([NH:18][C:14]3[C:15]4[CH2:16][CH2:17][NH:8][CH2:9][C:10]=4[CH:11]=[CH:12][N:13]=3)[CH:24]=[CH:23][C:22]=2[CH3:25])[N:27]=1.